This data is from Retrosynthesis with 50K atom-mapped reactions and 10 reaction types from USPTO. The task is: Predict the reactants needed to synthesize the given product. (1) Given the product Cc1cc(C(N)=O)ccc1N=C1SC[C@H](CC(C)C)N1CC(C)C, predict the reactants needed to synthesize it. The reactants are: Cc1cc(C(=O)O)ccc1N=C1SC[C@H](CC(C)C)N1CC(C)C.O=C(c1ncc[nH]1)c1ncc[nH]1. (2) Given the product CC1(C)CC(c2cccc(N3CCCC3)c2)Nc2c(C(=O)O)cc(F)cc21, predict the reactants needed to synthesize it. The reactants are: COC(=O)c1cc(F)cc2c1NC(c1cccc(N3CCCC3)c1)CC2(C)C. (3) Given the product CCOc1cccc(CNC(=O)c2nc3scc(COCc4ccc(C(=O)O)cc4)c3c(=O)[nH]2)c1, predict the reactants needed to synthesize it. The reactants are: CCOC(=O)c1ccc(COCc2csc3nc(C(=O)NCc4cccc(OCC)c4)[nH]c(=O)c23)cc1.